From a dataset of Retrosynthesis with 50K atom-mapped reactions and 10 reaction types from USPTO. Predict the reactants needed to synthesize the given product. (1) Given the product CC(=O)NS(=O)(=O)c1cccc(-n2c(C)ccc2-c2cc(Cl)ccc2OCc2ccc(F)cc2F)c1, predict the reactants needed to synthesize it. The reactants are: CC(=O)OC(C)=O.Cc1ccc(-c2cc(Cl)ccc2OCc2ccc(F)cc2F)n1-c1cccc(S(N)(=O)=O)c1. (2) Given the product O=C(N1CCCc2ccccc21)N1C2CCC1CC(c1cccnc1)C2, predict the reactants needed to synthesize it. The reactants are: O=C(N1CCCc2ccccc21)N1C2C=C(c3cccnc3)CC1CC2. (3) Given the product COCC(=O)NS(=O)(=O)c1cccc(-c2ccc3c(c2)CC[C@@H](CN(C[C@H](O[Si](C)(C)C(C)(C)C)c2cccnc2)C(=O)OC(C)(C)C)O3)c1, predict the reactants needed to synthesize it. The reactants are: CC(C)(C)OC(=O)N(C[C@@H]1CCc2cc(-c3cccc(S(N)(=O)=O)c3)ccc2O1)C[C@H](O[Si](C)(C)C(C)(C)C)c1cccnc1.COCC(=O)O. (4) Given the product O=C(CCl)NCC(CNC(=O)CCl)OC1CCCCO1, predict the reactants needed to synthesize it. The reactants are: C1=COCCC1.O=C(CCl)NCC(O)CNC(=O)CCl.